This data is from Full USPTO retrosynthesis dataset with 1.9M reactions from patents (1976-2016). The task is: Predict the reactants needed to synthesize the given product. (1) Given the product [CH:25]1([CH2:30][N:6]2[CH2:7][CH2:8][N:3]([C:9]3[N:10]=[CH:11][C:12]([C:15]4[CH:16]=[CH:17][C:18]([C:19]([O:21][CH3:22])=[O:20])=[CH:23][CH:24]=4)=[CH:13][N:14]=3)[CH2:4][CH2:5]2)[CH2:29][CH2:28][CH2:27][CH2:26]1, predict the reactants needed to synthesize it. The reactants are: Cl.Cl.[N:3]1([C:9]2[N:14]=[CH:13][C:12]([C:15]3[CH:24]=[CH:23][C:18]([C:19]([O:21][CH3:22])=[O:20])=[CH:17][CH:16]=3)=[CH:11][N:10]=2)[CH2:8][CH2:7][NH:6][CH2:5][CH2:4]1.[CH:25]1([CH:30]=O)[CH2:29][CH2:28][CH2:27][CH2:26]1.C(O[BH-](OC(=O)C)OC(=O)C)(=O)C.[Na+]. (2) The reactants are: [CH3:1][C:2]1[CH2:7][CH2:6][CH2:5][C:4]([CH3:9])([CH3:8])[C:3]=1/[CH:10]=[CH:11]/[C:12](/[CH3:22])=[CH:13]/[CH:14]=[CH:15]/[C:16](/[CH3:21])=[CH:17]/[C:18](O)=[O:19].P(Cl)(Cl)[Cl:24]. Given the product [CH3:1][C:2]1[CH2:7][CH2:6][CH2:5][C:4]([CH3:9])([CH3:8])[C:3]=1/[CH:10]=[CH:11]/[C:12](/[CH3:22])=[CH:13]/[CH:14]=[CH:15]/[C:16](/[CH3:21])=[CH:17]/[C:18]([Cl:24])=[O:19], predict the reactants needed to synthesize it. (3) Given the product [Cl:11][C:10]1[CH:9]=[CH:8][C:4]([C:5]([OH:7])=[O:6])=[CH:3][C:2]=1[NH:1][C:37]([C:32]1[CH:33]=[CH:34][C:35](=[O:36])[N:30]([C:24]2[C:25]([F:29])=[CH:26][CH:27]=[CH:28][C:23]=2[F:22])[CH:31]=1)=[O:38], predict the reactants needed to synthesize it. The reactants are: [NH2:1][C:2]1[CH:3]=[C:4]([CH:8]=[CH:9][C:10]=1[Cl:11])[C:5]([OH:7])=[O:6].C[Si](C)(C)[N-][Si](C)(C)C.[Li+].[F:22][C:23]1[CH:28]=[CH:27][CH:26]=[C:25]([F:29])[C:24]=1[N:30]1[C:35](=[O:36])[CH:34]=[CH:33][C:32]([C:37](Cl)=[O:38])=[CH:31]1. (4) Given the product [Si:11]([O:18][C@H:19]1[CH2:23][N:22]([C:24]([O:26][C:27]([CH3:30])([CH3:29])[CH3:28])=[O:25])[C@H:21]([CH:31]=[O:32])[CH2:20]1)([C:14]([CH3:17])([CH3:16])[CH3:15])([CH3:13])[CH3:12], predict the reactants needed to synthesize it. The reactants are: CS(C)=O.C(Cl)(=O)C(Cl)=O.[Si:11]([O:18][C@H:19]1[CH2:23][N:22]([C:24]([O:26][C:27]([CH3:30])([CH3:29])[CH3:28])=[O:25])[C@H:21]([CH2:31][OH:32])[CH2:20]1)([C:14]([CH3:17])([CH3:16])[CH3:15])([CH3:13])[CH3:12].C(N(CC)CC)C. (5) Given the product [SH:24][C:2]1[CH:20]=[CH:19][C:18]([N+:21]([O-:23])=[O:22])=[CH:17][C:3]=1[CH2:4][N:5]([CH3:16])[C:6](=[O:15])[O:7][CH2:8][C:9]1[CH:14]=[CH:13][CH:12]=[CH:11][CH:10]=1, predict the reactants needed to synthesize it. The reactants are: Cl[C:2]1[CH:20]=[CH:19][C:18]([N+:21]([O-:23])=[O:22])=[CH:17][C:3]=1[CH2:4][N:5]([CH3:16])[C:6](=[O:15])[O:7][CH2:8][C:9]1[CH:14]=[CH:13][CH:12]=[CH:11][CH:10]=1.[S-2:24].[Na+].[Na+].O. (6) Given the product [CH2:17]([O:16][C:14]([C:11]1[C:12](=[O:13])[N:8]([C:5]2[CH:4]=[CH:3][C:2]([F:1])=[CH:7][CH:6]=2)[N:9]([CH3:26])[C:10]=1[CH3:24])=[O:15])[C:18]1[CH:19]=[CH:20][CH:21]=[CH:22][CH:23]=1, predict the reactants needed to synthesize it. The reactants are: [F:1][C:2]1[CH:7]=[CH:6][C:5]([N:8]2[C:12](=[O:13])[C:11]([C:14]([O:16][CH2:17][C:18]3[CH:23]=[CH:22][CH:21]=[CH:20][CH:19]=3)=[O:15])=[C:10]([CH3:24])[NH:9]2)=[CH:4][CH:3]=1.F[C:26](F)(F)S(OC)(=O)=O. (7) Given the product [F:63][C:59]1[CH:58]=[C:57]([NH:54][C:55](=[O:56])[NH:32][C:33]2[CH:34]=[CH:35][C:36]([C:39]3[S:43][C:42]([CH:44]4[CH2:45][CH2:46][CH:47]([C:50]([O:52][CH3:53])=[O:51])[CH2:48][CH2:49]4)=[N:41][CH:40]=3)=[CH:37][CH:38]=2)[CH:62]=[CH:61][CH:60]=1, predict the reactants needed to synthesize it. The reactants are: FC(F)(F)C1C=C(NC(=O)NC2C=CC(C3SC(CCC(OC)=O)=NC=3)=CC=2)C=CC=1.[NH2:32][C:33]1[CH:38]=[CH:37][C:36]([C:39]2[S:43][C:42]([CH:44]3[CH2:49][CH2:48][CH:47]([C:50]([O:52][CH3:53])=[O:51])[CH2:46][CH2:45]3)=[N:41][CH:40]=2)=[CH:35][CH:34]=1.[N:54]([C:57]1[CH:62]=[CH:61][CH:60]=[C:59]([F:63])[CH:58]=1)=[C:55]=[O:56]. (8) Given the product [CH2:1]([O:8][C:9]([NH:11][C@@H:12]1[C:18](=[O:19])[N:17]2[C@H:20]([C:24]([OH:26])=[O:25])[CH2:21][CH2:22][CH2:23][N:16]2[C:15](=[O:31])[CH2:14][CH2:13]1)=[O:10])[C:2]1[CH:7]=[CH:6][CH:5]=[CH:4][CH:3]=1, predict the reactants needed to synthesize it. The reactants are: [CH2:1]([O:8][C:9]([NH:11][C@@H:12]1[C:18](=[O:19])[N:17]2[C@H:20]([C:24]([O:26]C(C)(C)C)=[O:25])[CH2:21][CH2:22][CH2:23][N:16]2[C:15](=[O:31])[CH2:14][CH2:13]1)=[O:10])[C:2]1[CH:7]=[CH:6][CH:5]=[CH:4][CH:3]=1.C(O)(C(F)(F)F)=O. (9) Given the product [CH2:18]([O:17][C:14]1[CH:13]=[CH:12][C:11]([C:10]2[C:3]3[C:2]([NH2:1])=[N:7][CH:6]=[N:5][C:4]=3[N:8]([C@H:25]3[CH2:26][CH2:27][C@@H:28]([N:36]4[CH2:37][CH2:38][N:33]([CH3:32])[CH2:34][CH2:35]4)[CH2:29][CH2:30]3)[CH:9]=2)=[CH:16][CH:15]=1)[C:19]1[CH:24]=[CH:23][CH:22]=[CH:21][CH:20]=1, predict the reactants needed to synthesize it. The reactants are: [NH2:1][C:2]1[C:3]2[C:10]([C:11]3[CH:16]=[CH:15][C:14]([O:17][CH2:18][C:19]4[CH:24]=[CH:23][CH:22]=[CH:21][CH:20]=4)=[CH:13][CH:12]=3)=[CH:9][N:8]([CH:25]3[CH2:30][CH2:29][C:28](=O)[CH2:27][CH2:26]3)[C:4]=2[N:5]=[CH:6][N:7]=1.[CH3:32][N:33]1[CH2:38][CH2:37][NH:36][CH2:35][CH2:34]1.C(O)(=O)C.C(O[BH-](OC(=O)C)OC(=O)C)(=O)C.[Na+].[Na].C(=O)(O)[O-].[Na+].